Dataset: Retrosynthesis with 50K atom-mapped reactions and 10 reaction types from USPTO. Task: Predict the reactants needed to synthesize the given product. The reactants are: COC(=O)CCc1cccc(CN)c1.O=S(=O)(Cl)c1ccccc1. Given the product COC(=O)CCc1cccc(CNS(=O)(=O)c2ccccc2)c1, predict the reactants needed to synthesize it.